Dataset: Full USPTO retrosynthesis dataset with 1.9M reactions from patents (1976-2016). Task: Predict the reactants needed to synthesize the given product. (1) Given the product [C:11]([O:15][C:16]([N:18]1[CH2:23][CH2:22][CH:21]([O:24][C:25]2[CH:30]=[CH:29][C:28]([C:2]3[S:6][C:5]4=[N:7][CH:8]=[C:9]([I:10])[N:4]4[N:3]=3)=[CH:27][C:26]=2[O:40][CH3:41])[CH2:20][CH2:19]1)=[O:17])([CH3:14])([CH3:13])[CH3:12], predict the reactants needed to synthesize it. The reactants are: Br[C:2]1[S:6][C:5]2=[N:7][CH:8]=[C:9]([I:10])[N:4]2[N:3]=1.[C:11]([O:15][C:16]([N:18]1[CH2:23][CH2:22][CH:21]([O:24][C:25]2[CH:30]=[CH:29][C:28](B3OC(C)(C)C(C)(C)O3)=[CH:27][C:26]=2[O:40][CH3:41])[CH2:20][CH2:19]1)=[O:17])([CH3:14])([CH3:13])[CH3:12].C([O-])([O-])=O.[Cs+].[Cs+].O. (2) Given the product [NH2:1][C:2]1[C:11]2[C:6](=[C:7]([C:25]3[C:26]([O:28][CH3:29])=[N:27][C:22]([O:21][CH3:20])=[N:23][CH:24]=3)[CH:8]=[CH:9][CH:10]=2)[N:5]=[N:4][C:3]=1[C:13]([NH:15][CH2:16][CH2:17][CH2:18][CH3:19])=[O:14], predict the reactants needed to synthesize it. The reactants are: [NH2:1][C:2]1[C:11]2[C:6](=[C:7](Br)[CH:8]=[CH:9][CH:10]=2)[N:5]=[N:4][C:3]=1[C:13]([NH:15][CH2:16][CH2:17][CH2:18][CH3:19])=[O:14].[CH3:20][O:21][C:22]1[N:27]=[C:26]([O:28][CH3:29])[C:25](B2OC(C)(C)C(C)(C)O2)=[CH:24][N:23]=1. (3) Given the product [CH2:10]1[C:1]2[CH:6]=[CH:5][CH:4]=[CH:3][C:2]=2[CH2:7][CH2:8][NH:12][CH2:11]1, predict the reactants needed to synthesize it. The reactants are: [C:1]1([CH2:10][C:11]#[N:12])[CH:6]=[CH:5][CH:4]=[CH:3][C:2]=1[CH2:7][C:8]#N.[H][H]. (4) Given the product [CH:1]1([NH:5][C:6]([C:8]2[N:9]([CH3:24])[C:10]([CH3:23])=[CH:11][C:12](=[O:22])[C:13]=2[OH:14])=[O:7])[CH2:2][CH2:3][CH2:4]1, predict the reactants needed to synthesize it. The reactants are: [CH:1]1([NH:5][C:6]([C:8]2[N:9]([CH3:24])[C:10]([CH3:23])=[CH:11][C:12](=[O:22])[C:13]=2[O:14]CC2C=CC=CC=2)=[O:7])[CH2:4][CH2:3][CH2:2]1. (5) Given the product [F:20][C:17]1[CH:16]=[CH:15][C:14]([N:12]2[CH:13]=[CH:8][N:9]=[C:10]([O:22][CH3:23])[C:11]2=[O:21])=[CH:19][CH:18]=1, predict the reactants needed to synthesize it. The reactants are: C([O-])([O-])=O.[K+].[K+].Cl[C:8]1[N:9]=[C:10]([O:22][CH3:23])[C:11](=[O:21])[N:12]([C:14]2[CH:19]=[CH:18][C:17]([F:20])=[CH:16][CH:15]=2)[CH:13]=1. (6) Given the product [CH2:1]([C:3]1[C:8]([C:9]([NH:32][C:29]2[C:28]([CH3:33])=[N:27][N:26]([CH3:25])[C:30]=2[CH3:31])=[O:11])=[CH:7][N:6]=[C:5]([S:12][CH3:13])[N:4]=1)[CH3:2], predict the reactants needed to synthesize it. The reactants are: [CH2:1]([C:3]1[C:8]([C:9]([OH:11])=O)=[CH:7][N:6]=[C:5]([S:12][CH3:13])[N:4]=1)[CH3:2].CN(C)C=O.C(Cl)(=O)C(Cl)=O.[CH3:25][N:26]1[C:30]([CH3:31])=[C:29]([NH2:32])[C:28]([CH3:33])=[N:27]1. (7) Given the product [CH3:12][C:13]1([CH3:14])[CH2:17][O:18][CH:19]([C:21]2[CH:22]=[C:23]([C:27](=[O:40])[CH2:28][CH2:29][C:30]3[CH:39]=[CH:38][CH:37]=[CH:36][C:31]=3[C:32]([O:34][CH3:35])=[O:33])[CH:24]=[CH:25][CH:26]=2)[O:16][CH2:15]1, predict the reactants needed to synthesize it. The reactants are: C1(C)C=CC(S(O)(=O)=O)=CC=1.[CH3:12][C:13]([CH2:17][OH:18])([CH2:15][OH:16])[CH3:14].[CH:19]([C:21]1[CH:22]=[C:23]([C:27](=[O:40])[CH2:28][CH2:29][C:30]2[CH:39]=[CH:38][CH:37]=[CH:36][C:31]=2[C:32]([O:34][CH3:35])=[O:33])[CH:24]=[CH:25][CH:26]=1)=O.C([O-])(O)=O.[Na+]. (8) Given the product [CH2:32]([NH:31][C:30]([C:28]1[CH:27]=[CH:26][C:25]([Cl:40])=[C:24]([NH:23][C:21]([C:20]2[C:19](=[O:18])[NH:1][C:2]3[N:3]=[C:4]([N:10]4[CH2:15][CH2:14][N:13]([CH3:16])[CH2:12][CH2:11]4)[N:5]=[CH:6][C:7]=3[CH:8]=2)=[O:22])[CH:29]=1)=[O:39])[C:33]1[CH:38]=[CH:37][CH:36]=[CH:35][CH:34]=1, predict the reactants needed to synthesize it. The reactants are: [NH2:1][C:2]1[C:7]([CH:8]=O)=[CH:6][N:5]=[C:4]([N:10]2[CH2:15][CH2:14][N:13]([CH3:16])[CH2:12][CH2:11]2)[N:3]=1.C[O:18][C:19](=O)[CH2:20][C:21]([NH:23][C:24]1[CH:29]=[C:28]([C:30](=[O:39])[NH:31][CH2:32][C:33]2[CH:38]=[CH:37][CH:36]=[CH:35][CH:34]=2)[CH:27]=[CH:26][C:25]=1[Cl:40])=[O:22].N1CCCCC1. (9) Given the product [Cl:1][C:2]1[C:3]2[C:4](=[O:14])[NH:5][S:11][C:7]=2[CH:8]=[CH:9][CH:10]=1, predict the reactants needed to synthesize it. The reactants are: [Cl:1][C:2]1[CH:10]=[CH:9][CH:8]=[C:7]([S:11]C)[C:3]=1/[CH:4]=[N:5]/O.S(Cl)(Cl)(=O)=[O:14].